Dataset: Retrosynthesis with 50K atom-mapped reactions and 10 reaction types from USPTO. Task: Predict the reactants needed to synthesize the given product. (1) Given the product CCOC(=O)c1cnn2ccc(N3CCCC3c3cc(F)cc4c3OCCO4)cc12, predict the reactants needed to synthesize it. The reactants are: CCOC(=O)c1cnn2ccc(Br)cc12.Fc1cc2c(c(C3CCCN3)c1)OCCO2. (2) Given the product CC(C)(C)OC(=O)N1CCN(c2ccc(-c3ccc(Cl)cc3)cn2)CC1, predict the reactants needed to synthesize it. The reactants are: CC(C)(C)OC(=O)N1CCN(c2ccc(Br)cn2)CC1.OB(O)c1ccc(Cl)cc1. (3) Given the product C[C@H](OC(C)(C)C)[C@@H](N)C(=O)NC(=O)OCc1ccccc1, predict the reactants needed to synthesize it. The reactants are: C=C(C)C.C[C@H](O)[C@@H](N)C(=O)NC(=O)OCc1ccccc1.